This data is from Catalyst prediction with 721,799 reactions and 888 catalyst types from USPTO. The task is: Predict which catalyst facilitates the given reaction. (1) Reactant: [I:1][C:2]1[C:10]2[C:9]([NH:11]CC3C=CC(OC)=CC=3)=[N:8][CH:7]=[N:6][C:5]=2[N:4]([S:21]([C:24]2[CH:29]=[CH:28][CH:27]=[CH:26][CH:25]=2)(=[O:23])=[O:22])[CH:3]=1. Product: [I:1][C:2]1[C:10]2[C:9]([NH2:11])=[N:8][CH:7]=[N:6][C:5]=2[N:4]([S:21]([C:24]2[CH:29]=[CH:28][CH:27]=[CH:26][CH:25]=2)(=[O:23])=[O:22])[CH:3]=1. The catalyst class is: 55. (2) Reactant: [Br:1][C:2]1[C:3]([N:10]([CH:12]2[CH2:16][CH2:15][CH2:14][CH2:13]2)[NH2:11])=[N:4][C:5]([C:8]#[N:9])=[N:6][CH:7]=1.[Cl:17][CH2:18][C:19]1[CH:27]=[CH:26][C:22]([C:23](Cl)=[O:24])=[CH:21][CH:20]=1.CCN(C(C)C)C(C)C. Product: [Br:1][C:2]1[C:3]([N:10]([CH:12]2[CH2:13][CH2:14][CH2:15][CH2:16]2)[NH:11][C:23](=[O:24])[C:22]2[CH:26]=[CH:27][C:19]([CH2:18][Cl:17])=[CH:20][CH:21]=2)=[N:4][C:5]([C:8]#[N:9])=[N:6][CH:7]=1. The catalyst class is: 1. (3) Reactant: [C:1]([N:8]1[CH2:13][CH2:12][NH:11][CH2:10][CH2:9]1)([O:3][C:4]([CH3:7])([CH3:6])[CH3:5])=[O:2].Cl[C:15]([O:17][C:18]1[CH:23]=[CH:22][C:21]([N+:24]([O-:26])=[O:25])=[CH:20][CH:19]=1)=[O:16]. Product: [N+:24]([C:21]1[CH:20]=[CH:19][C:18]([O:17][C:15]([N:11]2[CH2:10][CH2:9][N:8]([C:1]([O:3][C:4]([CH3:7])([CH3:6])[CH3:5])=[O:2])[CH2:13][CH2:12]2)=[O:16])=[CH:23][CH:22]=1)([O-:26])=[O:25]. The catalyst class is: 236.